From a dataset of Cav3 T-type calcium channel HTS with 100,875 compounds. Binary Classification. Given a drug SMILES string, predict its activity (active/inactive) in a high-throughput screening assay against a specified biological target. (1) The molecule is S(=O)(=O)(N1CCc2c(C1)cccc2)c1ccc(NC(=O)CC)cc1. The result is 1 (active). (2) The drug is O1C(CCC1)Cn1c(=O)n(CC(=O)N2CCN(CC2)c2ccccc2)c2c(c1=O)cccc2. The result is 0 (inactive). (3) The molecule is O(CC(O)CS(=O)CCCC)c1ccc(C(C)(C)C)cc1. The result is 0 (inactive). (4) The drug is FC(F)(F)c1n(c2c(n1)cccc2)CC(Oc1cc(ccc1)C(F)(F)F)=O. The result is 0 (inactive). (5) The compound is FC(F)(F)c1c2[nH]ccc(=O)c2ccc1. The result is 0 (inactive). (6) The drug is O1C2(OCC1)CCC1(CC2)c2c(OC(N)=C1C#N)n[nH]c2COC. The result is 0 (inactive). (7) The compound is s1c(NC(OC)=O)c(nc1C)c1ccccc1. The result is 0 (inactive). (8) The molecule is O=C(C1CC1)c1c2c(n(c1)CC(=O)N1CCCCC1)cccc2. The result is 0 (inactive).